This data is from Forward reaction prediction with 1.9M reactions from USPTO patents (1976-2016). The task is: Predict the product of the given reaction. (1) Given the reactants [CH2:1]([O:13][C:14]1[CH:19]=[CH:18][C:17]([C:20]#[C:21]C(C)(O)C)=[CH:16][CH:15]=1)[CH2:2][CH2:3][CH2:4][CH2:5][CH2:6][CH2:7][CH2:8][CH2:9][CH2:10][CH2:11][CH3:12].[OH-].[Na+], predict the reaction product. The product is: [C:20]([C:17]1[CH:18]=[CH:19][C:14]([O:13][CH2:1][CH2:2][CH2:3][CH2:4][CH2:5][CH2:6][CH2:7][CH2:8][CH2:9][CH2:10][CH2:11][CH3:12])=[CH:15][CH:16]=1)#[CH:21]. (2) Given the reactants [Br:1][C:2]1[N:6]=[C:5]([O:7][CH2:8][CH3:9])[NH:4][C:3]=1[CH:10]=[O:11].[C:12]([O:16][C:17]([C:19]1[C:20]([C:25]2[CH:30]=[CH:29][C:28]([CH2:31]Br)=[C:27]([F:33])[CH:26]=2)=[CH:21][CH:22]=[CH:23][CH:24]=1)=[O:18])([CH3:15])([CH3:14])[CH3:13].C(=O)([O-])[O-].[K+].[K+], predict the reaction product. The product is: [C:12]([O:16][C:17]([C:19]1[C:20]([C:25]2[CH:30]=[CH:29][C:28]([CH2:31][N:4]3[C:3]([CH:10]=[O:11])=[C:2]([Br:1])[N:6]=[C:5]3[O:7][CH2:8][CH3:9])=[C:27]([F:33])[CH:26]=2)=[CH:21][CH:22]=[CH:23][CH:24]=1)=[O:18])([CH3:15])([CH3:14])[CH3:13]. (3) Given the reactants [ClH:1].Cl.[O:3]([CH2:10][C@@H:11]([OH:33])[CH2:12][NH:13][C@@H:14]([CH2:17][C:18]1[CH:23]=[CH:22][C:21]([O:24][C:25]2[C:30]([CH2:31]O)=[CH:29][CH:28]=[CH:27][N:26]=2)=[CH:20][CH:19]=1)[CH2:15][OH:16])[C:4]1[CH:9]=[CH:8][CH:7]=[CH:6][CH:5]=1.[H][H], predict the reaction product. The product is: [ClH:1].[ClH:1].[O:3]([CH2:10][C@@H:11]([OH:33])[CH2:12][NH:13][C@@H:14]([CH2:17][C:18]1[CH:23]=[CH:22][C:21]([O:24][C:25]2[C:30]([CH3:31])=[CH:29][CH:28]=[CH:27][N:26]=2)=[CH:20][CH:19]=1)[CH2:15][OH:16])[C:4]1[CH:9]=[CH:8][CH:7]=[CH:6][CH:5]=1. (4) Given the reactants [NH3:1].C(O)C.[Br:5][C:6]1[CH:7]=[CH:8][C:9]([CH:25]=O)=[C:10]([NH:12][C:13](=O)[CH:14]([O:16][Si:17]([C:20]([CH3:23])([CH3:22])[CH3:21])([CH3:19])[CH3:18])[CH3:15])[CH:11]=1, predict the reaction product. The product is: [Br:5][C:6]1[CH:11]=[C:10]2[C:9]([CH:25]=[N:1][C:13]([CH:14]([O:16][Si:17]([C:20]([CH3:23])([CH3:22])[CH3:21])([CH3:19])[CH3:18])[CH3:15])=[N:12]2)=[CH:8][CH:7]=1. (5) Given the reactants [CH2:1]([O:3][C:4]([CH:6]1[CH2:11][CH2:10][CH2:9][N:8]([C:12]([O:14][C:15]([CH3:18])([CH3:17])[CH3:16])=[O:13])[CH2:7]1)=[O:5])[CH3:2].[Li+].C[Si]([N-][Si](C)(C)C)(C)C.[C:29](Cl)(=[O:36])[C:30]1[CH:35]=[CH:34][CH:33]=[CH:32][CH:31]=1.CCOC(C)=O, predict the reaction product. The product is: [CH2:1]([O:3][C:4]([C:6]1([C:29](=[O:36])[C:30]2[CH:35]=[CH:34][CH:33]=[CH:32][CH:31]=2)[CH2:11][CH2:10][CH2:9][N:8]([C:12]([O:14][C:15]([CH3:17])([CH3:16])[CH3:18])=[O:13])[CH2:7]1)=[O:5])[CH3:2].